Dataset: Full USPTO retrosynthesis dataset with 1.9M reactions from patents (1976-2016). Task: Predict the reactants needed to synthesize the given product. Given the product [CH2:1]([O:3][C:4](=[O:22])[C:5]1[CH:10]=[C:9]([SH:11])[CH:8]=[C:7]([F:21])[CH:6]=1)[CH3:2], predict the reactants needed to synthesize it. The reactants are: [CH2:1]([O:3][C:4](=[O:22])[C:5]1[CH:10]=[C:9]([S:11]CC2C=CC(OC)=CC=2)[CH:8]=[C:7]([F:21])[CH:6]=1)[CH3:2].